From a dataset of Catalyst prediction with 721,799 reactions and 888 catalyst types from USPTO. Predict which catalyst facilitates the given reaction. Reactant: [F:1][C:2]1[CH:21]=[CH:20][C:5]2[C:6]([C:9]3[CH:14]=[CH:13][C:12]([O:15][CH2:16][C@@H:17]4[CH2:19][O:18]4)=[CH:11][CH:10]=3)=[N:7][O:8][C:4]=2[CH:3]=1.[N:22]1[CH:27]=[CH:26][CH:25]=[CH:24][C:23]=1[N:28]1[CH2:33][CH2:32][NH:31][CH2:30][CH2:29]1. Product: [F:1][C:2]1[CH:21]=[CH:20][C:5]2[C:6]([C:9]3[CH:10]=[CH:11][C:12]([O:15][CH2:16][C@@H:17]([OH:18])[CH2:19][N:31]4[CH2:32][CH2:33][N:28]([C:23]5[CH:24]=[CH:25][CH:26]=[CH:27][N:22]=5)[CH2:29][CH2:30]4)=[CH:13][CH:14]=3)=[N:7][O:8][C:4]=2[CH:3]=1. The catalyst class is: 737.